From a dataset of Full USPTO retrosynthesis dataset with 1.9M reactions from patents (1976-2016). Predict the reactants needed to synthesize the given product. (1) Given the product [Cl:1][C:2]1[N:3]=[CH:4][C:5]([C:6]2[O:7][C:21](=[O:22])[NH:9][N:8]=2)=[C:10]([NH:12][CH:13]([CH3:15])[CH3:14])[CH:11]=1, predict the reactants needed to synthesize it. The reactants are: [Cl:1][C:2]1[CH:11]=[C:10]([NH:12][CH:13]([CH3:15])[CH3:14])[C:5]([C:6]([NH:8][NH2:9])=[O:7])=[CH:4][N:3]=1.C1N=CN([C:21](N2C=NC=C2)=[O:22])C=1. (2) Given the product [NH2:1][C:2]1[CH:9]=[C:8]([O:16][C@H:13]2[CH2:14][CH2:15][O:11][CH2:12]2)[C:5]([C:6]#[N:7])=[CH:4][N:3]=1, predict the reactants needed to synthesize it. The reactants are: [NH2:1][C:2]1[CH:9]=[C:8](F)[C:5]([C:6]#[N:7])=[CH:4][N:3]=1.[O:11]1[CH2:15][CH2:14][C@H:13]([OH:16])[CH2:12]1. (3) The reactants are: [C:1]1([C:7]2([C:14]3[CH:19]=[CH:18][CH:17]=[CH:16][CH:15]=3)[NH:11][C:10](=[O:12])[NH:9][C:8]2=[O:13])[CH:6]=[CH:5][CH:4]=[CH:3][CH:2]=1.[H-].[Na+].[C:22]1([S:32](Cl)(=[O:34])=[O:33])[C:31]2[C:26](=[CH:27][CH:28]=[CH:29][CH:30]=2)[CH:25]=[CH:24][CH:23]=1.O. Given the product [C:22]1([S:32]([N:9]2[C:8](=[O:13])[C:7]([C:1]3[CH:6]=[CH:5][CH:4]=[CH:3][CH:2]=3)([C:14]3[CH:15]=[CH:16][CH:17]=[CH:18][CH:19]=3)[NH:11][C:10]2=[O:12])(=[O:34])=[O:33])[C:31]2[C:26](=[CH:27][CH:28]=[CH:29][CH:30]=2)[CH:25]=[CH:24][CH:23]=1, predict the reactants needed to synthesize it. (4) Given the product [Cl:1][C:2]1[CH:3]=[N:4][N:5]([C:7]2([C:10](=[NH:11])[O:12][CH2:13][CH3:14])[CH2:8][CH2:9]2)[CH:6]=1, predict the reactants needed to synthesize it. The reactants are: [Cl:1][C:2]1[CH:3]=[N:4][N:5]([C:7]2([C:10]#[N:11])[CH2:9][CH2:8]2)[CH:6]=1.[O-:12][CH2:13][CH3:14].[Na+]. (5) Given the product [CH:1]1([CH2:7][N:8]2[C:12]([C:13]3[CH:18]=[C:17]([C:19]([CH3:20])([CH3:21])[CH3:22])[CH:16]=[C:15]([C:23]([CH3:26])([CH3:25])[CH3:24])[CH:14]=3)=[CH:11][C:10]([C:27]([NH:29][CH:30]3[CH2:33][S:32](=[O:36])(=[O:34])[CH2:31]3)=[O:28])=[C:9]2[CH3:35])[CH2:6][CH2:5][CH2:4][CH2:3][CH2:2]1, predict the reactants needed to synthesize it. The reactants are: [CH:1]1([CH2:7][N:8]2[C:12]([C:13]3[CH:18]=[C:17]([C:19]([CH3:22])([CH3:21])[CH3:20])[CH:16]=[C:15]([C:23]([CH3:26])([CH3:25])[CH3:24])[CH:14]=3)=[CH:11][C:10]([C:27]([NH:29][CH:30]3[CH2:33][S:32](=[O:34])[CH2:31]3)=[O:28])=[C:9]2[CH3:35])[CH2:6][CH2:5][CH2:4][CH2:3][CH2:2]1.[OH:36]O.